This data is from NCI-60 drug combinations with 297,098 pairs across 59 cell lines. The task is: Regression. Given two drug SMILES strings and cell line genomic features, predict the synergy score measuring deviation from expected non-interaction effect. (1) Drug 1: CN(C)C1=NC(=NC(=N1)N(C)C)N(C)C. Drug 2: CCCCC(=O)OCC(=O)C1(CC(C2=C(C1)C(=C3C(=C2O)C(=O)C4=C(C3=O)C=CC=C4OC)O)OC5CC(C(C(O5)C)O)NC(=O)C(F)(F)F)O. Cell line: MDA-MB-231. Synergy scores: CSS=-5.01, Synergy_ZIP=1.24, Synergy_Bliss=-3.46, Synergy_Loewe=-8.76, Synergy_HSA=-7.07. (2) Drug 1: CC1=C(C(=CC=C1)Cl)NC(=O)C2=CN=C(S2)NC3=CC(=NC(=N3)C)N4CCN(CC4)CCO. Drug 2: C(CN)CNCCSP(=O)(O)O. Cell line: SK-MEL-5. Synergy scores: CSS=3.81, Synergy_ZIP=-4.63, Synergy_Bliss=-3.49, Synergy_Loewe=-6.13, Synergy_HSA=-3.16. (3) Drug 1: CC1C(C(CC(O1)OC2CC(CC3=C2C(=C4C(=C3O)C(=O)C5=C(C4=O)C(=CC=C5)OC)O)(C(=O)CO)O)N)O.Cl. Drug 2: CCC1(CC2CC(C3=C(CCN(C2)C1)C4=CC=CC=C4N3)(C5=C(C=C6C(=C5)C78CCN9C7C(C=CC9)(C(C(C8N6C)(C(=O)OC)O)OC(=O)C)CC)OC)C(=O)OC)O.OS(=O)(=O)O. Cell line: NCI-H460. Synergy scores: CSS=44.5, Synergy_ZIP=1.91, Synergy_Bliss=3.83, Synergy_Loewe=3.90, Synergy_HSA=2.45.